The task is: Regression. Given two drug SMILES strings and cell line genomic features, predict the synergy score measuring deviation from expected non-interaction effect.. This data is from NCI-60 drug combinations with 297,098 pairs across 59 cell lines. (1) Drug 1: COC1=C(C=C2C(=C1)N=CN=C2NC3=CC(=C(C=C3)F)Cl)OCCCN4CCOCC4. Drug 2: CCC1=CC2CC(C3=C(CN(C2)C1)C4=CC=CC=C4N3)(C5=C(C=C6C(=C5)C78CCN9C7C(C=CC9)(C(C(C8N6C)(C(=O)OC)O)OC(=O)C)CC)OC)C(=O)OC.C(C(C(=O)O)O)(C(=O)O)O. Cell line: U251. Synergy scores: CSS=49.8, Synergy_ZIP=2.04, Synergy_Bliss=1.96, Synergy_Loewe=3.85, Synergy_HSA=5.19. (2) Drug 1: CCC(=C(C1=CC=CC=C1)C2=CC=C(C=C2)OCCN(C)C)C3=CC=CC=C3.C(C(=O)O)C(CC(=O)O)(C(=O)O)O. Drug 2: CC1C(C(CC(O1)OC2CC(CC3=C2C(=C4C(=C3O)C(=O)C5=CC=CC=C5C4=O)O)(C(=O)C)O)N)O. Cell line: M14. Synergy scores: CSS=40.6, Synergy_ZIP=-1.17, Synergy_Bliss=-1.85, Synergy_Loewe=-5.29, Synergy_HSA=-0.917. (3) Drug 2: C1=CN(C(=O)N=C1N)C2C(C(C(O2)CO)O)O.Cl. Drug 1: CS(=O)(=O)C1=CC(=C(C=C1)C(=O)NC2=CC(=C(C=C2)Cl)C3=CC=CC=N3)Cl. Synergy scores: CSS=22.9, Synergy_ZIP=-3.26, Synergy_Bliss=1.89, Synergy_Loewe=-22.9, Synergy_HSA=2.65. Cell line: MCF7. (4) Drug 1: C1=NC(=NC(=O)N1C2C(C(C(O2)CO)O)O)N. Drug 2: COCCOC1=C(C=C2C(=C1)C(=NC=N2)NC3=CC=CC(=C3)C#C)OCCOC.Cl. Synergy scores: CSS=52.7, Synergy_ZIP=8.21, Synergy_Bliss=9.07, Synergy_Loewe=-4.84, Synergy_HSA=9.89. Cell line: HCT116. (5) Drug 1: CC1=C(C=C(C=C1)NC2=NC=CC(=N2)N(C)C3=CC4=NN(C(=C4C=C3)C)C)S(=O)(=O)N.Cl. Drug 2: CCC1(C2=C(COC1=O)C(=O)N3CC4=CC5=C(C=CC(=C5CN(C)C)O)N=C4C3=C2)O.Cl. Cell line: HCT-15. Synergy scores: CSS=32.2, Synergy_ZIP=-2.44, Synergy_Bliss=0.983, Synergy_Loewe=-31.9, Synergy_HSA=-0.992. (6) Drug 1: CCC1=C2CN3C(=CC4=C(C3=O)COC(=O)C4(CC)O)C2=NC5=C1C=C(C=C5)O. Drug 2: CC1CCC2CC(C(=CC=CC=CC(CC(C(=O)C(C(C(=CC(C(=O)CC(OC(=O)C3CCCCN3C(=O)C(=O)C1(O2)O)C(C)CC4CCC(C(C4)OC)OCCO)C)C)O)OC)C)C)C)OC. Cell line: 786-0. Synergy scores: CSS=20.7, Synergy_ZIP=-0.238, Synergy_Bliss=-0.609, Synergy_Loewe=-31.8, Synergy_HSA=-0.419.